The task is: Predict the reaction yield, written as a fraction of the theoretical maximum amount of product (1.0 means a 100% yield; for example, 0.34 means a 34% yield).. This data is from Reaction yield outcomes from USPTO patents with 853,638 reactions. (1) The reactants are FC(F)(F)S(O[C:7]1[CH2:12][CH2:11][CH:10]([O:13][CH2:14][CH:15]2[CH2:20][CH2:19][N:18]([C:21]([O:23][CH2:24][C:25]3[CH:30]=[CH:29][CH:28]=[CH:27][CH:26]=3)=[O:22])[CH2:17][CH2:16]2)[CH2:9][CH:8]=1)(=O)=O.[CH3:33][S:34]([C:37]1[CH:42]=[CH:41][C:40](B(O)O)=[CH:39][CH:38]=1)(=[O:36])=[O:35].C(=O)([O-])[O-].[Na+].[Na+]. The catalyst is CN(C=O)C.C1(P(C2C=CC=CC=2)C2C=CC=CC=2)C=CC=CC=1.C1(P(C2C=CC=CC=2)C2C=CC=CC=2)C=CC=CC=1.C1(P(C2C=CC=CC=2)C2C=CC=CC=2)C=CC=CC=1.C1(P(C2C=CC=CC=2)C2C=CC=CC=2)C=CC=CC=1.[Pd]. The product is [CH3:33][S:34]([C:37]1[CH:42]=[CH:41][C:40]([C:7]2[CH2:12][CH2:11][CH:10]([O:13][CH2:14][CH:15]3[CH2:16][CH2:17][N:18]([C:21]([O:23][CH2:24][C:25]4[CH:30]=[CH:29][CH:28]=[CH:27][CH:26]=4)=[O:22])[CH2:19][CH2:20]3)[CH2:9][CH:8]=2)=[CH:39][CH:38]=1)(=[O:36])=[O:35]. The yield is 0.630. (2) The reactants are [N:1]1([C:7]2[CH:19]=[C:18]([C:20]([O:22][CH3:23])=[O:21])[C:10]3[NH:11][C:12]([C:14]([F:17])([F:16])[F:15])=[N:13][C:9]=3[CH:8]=2)[CH2:6][CH2:5][O:4][CH2:3][CH2:2]1.C(=O)([O-])[O-].[K+].[K+].Br[CH2:31][C:32]1[CH:37]=[CH:36][CH:35]=[C:34]([Cl:38])[C:33]=1[CH3:39]. The catalyst is CN(C)C=O. The product is [Cl:38][C:34]1[C:33]([CH3:39])=[C:32]([CH2:31][N:13]2[C:9]3[CH:8]=[C:7]([N:1]4[CH2:6][CH2:5][O:4][CH2:3][CH2:2]4)[CH:19]=[C:18]([C:20]([O:22][CH3:23])=[O:21])[C:10]=3[N:11]=[C:12]2[C:14]([F:17])([F:15])[F:16])[CH:37]=[CH:36][CH:35]=1. The yield is 0.950. (3) The reactants are O/[CH:2]=[C:3]1\[CH2:4][N:5]([C:10]([O:12][C:13]([CH3:16])([CH3:15])[CH3:14])=[O:11])[CH2:6][CH2:7][C:8]\1=O.[NH2:17][NH2:18].O. The catalyst is CCO. The product is [NH:17]1[C:8]2[CH2:7][CH2:6][N:5]([C:10]([O:12][C:13]([CH3:16])([CH3:15])[CH3:14])=[O:11])[CH2:4][C:3]=2[CH:2]=[N:18]1. The yield is 0.945. (4) The yield is 0.960. The catalyst is C(Cl)Cl. The reactants are [CH2:1]([O:8][C:9]1[CH:29]=[CH:28][C:12]2[N:13]([CH2:16][C:17]3[CH:27]=[CH:26][C:20]4[N:21]=[C:22]([S:24][CH3:25])[S:23][C:19]=4[CH:18]=3)[CH:14]=[N:15][C:11]=2[CH:10]=1)[C:2]1[CH:7]=[CH:6][CH:5]=[CH:4][CH:3]=1.ClC1C=CC=C(C(OO)=[O:38])C=1. The product is [CH2:1]([O:8][C:9]1[CH:29]=[CH:28][C:12]2[N:13]([CH2:16][C:17]3[CH:27]=[CH:26][C:20]4[N:21]=[C:22]([S:24]([CH3:25])=[O:38])[S:23][C:19]=4[CH:18]=3)[CH:14]=[N:15][C:11]=2[CH:10]=1)[C:2]1[CH:3]=[CH:4][CH:5]=[CH:6][CH:7]=1. (5) The reactants are [S:1]1[CH:5]=[CH:4][CH:3]=[CH:2]1.C([Li])CCC.[N:11]1[O:12][CH2:13][CH:14]2[CH2:18][N:17]([C:19]([O:21][CH2:22][C:23]3[CH:28]=[CH:27][CH:26]=[CH:25][CH:24]=3)=[O:20])[CH2:16][C:15]=12. The catalyst is O1CCCC1. The product is [S:1]1[CH:5]=[CH:4][CH:3]=[C:2]1[C:15]12[CH2:16][N:17]([C:19]([O:21][CH2:22][C:23]3[CH:28]=[CH:27][CH:26]=[CH:25][CH:24]=3)=[O:20])[CH2:18][CH:14]1[CH2:13][O:12][NH:11]2. The yield is 0.650. (6) The reactants are [Br:1]N1C(=O)CCC1=O.[CH2:9]([O:16][C:17]1[CH:18]=[C:19]2[C:23](=[CH:24][CH:25]=1)[NH:22][C:21]([C:26]([O:28][CH2:29][CH3:30])=[O:27])=[CH:20]2)[C:10]1[CH:15]=[CH:14][CH:13]=[CH:12][CH:11]=1. The catalyst is CN(C)C=O. The product is [CH2:9]([O:16][C:17]1[CH:18]=[C:19]2[C:23](=[CH:24][CH:25]=1)[NH:22][C:21]([C:26]([O:28][CH2:29][CH3:30])=[O:27])=[C:20]2[Br:1])[C:10]1[CH:11]=[CH:12][CH:13]=[CH:14][CH:15]=1. The yield is 0.980. (7) The reactants are [N+:1]([C:4]1[CH:9]=[CH:8][C:7]([CH2:10][CH2:11]OS(C2C=CC([N+]([O-])=O)=CC=2)(=O)=O)=[CH:6][CH:5]=1)([O-:3])=[O:2].[CH2:25]([NH:32][CH2:33][C@@H:34]([C:43]1[CH:52]=[CH:51][C:50]([O:53][CH2:54][C:55]2[CH:60]=[CH:59][CH:58]=[CH:57][CH:56]=2)=[C:49]2[C:44]=1[CH:45]=[CH:46][C:47](=[O:61])[NH:48]2)[O:35][Si:36]([C:39]([CH3:42])([CH3:41])[CH3:40])([CH3:38])[CH3:37])[C:26]1[CH:31]=[CH:30][CH:29]=[CH:28][CH:27]=1.C(N(CC)C(C)C)(C)C.CCOC(C)=O. The catalyst is C(#N)C. The product is [CH2:25]([N:32]([CH2:11][CH2:10][C:7]1[CH:6]=[CH:5][C:4]([N+:1]([O-:3])=[O:2])=[CH:9][CH:8]=1)[CH2:33][C@@H:34]([C:43]1[CH:52]=[CH:51][C:50]([O:53][CH2:54][C:55]2[CH:56]=[CH:57][CH:58]=[CH:59][CH:60]=2)=[C:49]2[C:44]=1[CH:45]=[CH:46][C:47](=[O:61])[NH:48]2)[O:35][Si:36]([C:39]([CH3:42])([CH3:41])[CH3:40])([CH3:38])[CH3:37])[C:26]1[CH:31]=[CH:30][CH:29]=[CH:28][CH:27]=1. The yield is 0.500. (8) The reactants are [CH3:1][N:2]1[CH2:7][CH2:6][CH:5]([C:8]([NH:10][C:11]2[CH:16]=[C:15]([O:17][C:18]3[CH:19]=[N:20][C:21]([N+:24]([O-])=O)=[CH:22][CH:23]=3)[CH:14]=[CH:13][N:12]=2)=[O:9])[CH2:4][CH2:3]1. The catalyst is [Pd].CCOC(C)=O.CO. The product is [NH2:24][C:21]1[N:20]=[CH:19][C:18]([O:17][C:15]2[CH:14]=[CH:13][N:12]=[C:11]([NH:10][C:8]([CH:5]3[CH2:6][CH2:7][N:2]([CH3:1])[CH2:3][CH2:4]3)=[O:9])[CH:16]=2)=[CH:23][CH:22]=1. The yield is 0.710.